From a dataset of Full USPTO retrosynthesis dataset with 1.9M reactions from patents (1976-2016). Predict the reactants needed to synthesize the given product. Given the product [ClH:50].[CH3:36][S:33]([N:31]([CH3:32])[C:28]1[CH:29]=[CH:30][C:25]([C:19]2[CH:20]=[CH:21][C:22]([O:23][CH3:24])=[C:17]([CH2:16][N:15]([CH:12]3[CH2:11][CH2:10][CH:9]([NH:7][CH3:6])[CH2:14][CH2:13]3)[C:37]([C:39]3[S:43][C:42]4[C:44]([F:49])=[CH:45][CH:46]=[C:47]([F:48])[C:41]=4[C:40]=3[Cl:50])=[O:38])[CH:18]=2)=[CH:26][CH:27]=1)(=[O:34])=[O:35], predict the reactants needed to synthesize it. The reactants are: C(O[C:6](=O)[N:7]([CH:9]1[CH2:14][CH2:13][CH:12]([N:15]([C:37]([C:39]2[S:43][C:42]3[C:44]([F:49])=[CH:45][CH:46]=[C:47]([F:48])[C:41]=3[C:40]=2[Cl:50])=[O:38])[CH2:16][C:17]2[CH:18]=[C:19]([C:25]3[CH:30]=[CH:29][C:28]([N:31]([S:33]([CH3:36])(=[O:35])=[O:34])[CH3:32])=[CH:27][CH:26]=3)[CH:20]=[CH:21][C:22]=2[O:23][CH3:24])[CH2:11][CH2:10]1)C)(C)(C)C.CCCCCC.